From a dataset of Catalyst prediction with 721,799 reactions and 888 catalyst types from USPTO. Predict which catalyst facilitates the given reaction. (1) Reactant: Cl.[NH:2]1[C:10]2[C:5](=[CH:6][CH:7]=[CH:8][CH:9]=2)[CH2:4][C@@H:3]1[C:11]([OH:13])=[O:12].[OH-].[Na+].[CH3:16][C:17]1[O:21][C:20]([C:22]2[CH:27]=[CH:26][CH:25]=[CH:24][CH:23]=2)=[N:19][C:18]=1[CH2:28][O:29][C:30]1[CH:35]=[CH:34][C:33]([S:36](Cl)(=[O:38])=[O:37])=[CH:32][CH:31]=1.Cl. Product: [CH3:16][C:17]1[O:21][C:20]([C:22]2[CH:27]=[CH:26][CH:25]=[CH:24][CH:23]=2)=[N:19][C:18]=1[CH2:28][O:29][C:30]1[CH:35]=[CH:34][C:33]([S:36]([N:2]2[C:10]3[C:5](=[CH:6][CH:7]=[CH:8][CH:9]=3)[CH2:4][C@@H:3]2[C:11]([OH:13])=[O:12])(=[O:38])=[O:37])=[CH:32][CH:31]=1. The catalyst class is: 38. (2) Reactant: [Cl:1][C:2]1[CH:10]=[C:9]2[C:5]([CH:6]=[C:7]([CH3:11])[NH:8]2)=[CH:4][CH:3]=1.[F:12][C:13]([F:24])([F:23])[C:14](O[C:14](=[O:15])[C:13]([F:24])([F:23])[F:12])=[O:15]. Product: [Cl:1][C:2]1[CH:10]=[C:9]2[C:5]([C:6]([C:14](=[O:15])[C:13]([F:24])([F:23])[F:12])=[C:7]([CH3:11])[NH:8]2)=[CH:4][CH:3]=1. The catalyst class is: 26. (3) The catalyst class is: 1. Reactant: [OH:1][C:2]1[N:6]([C:7]2[CH:12]=[C:11]([C:13]#[N:14])[CH:10]=[CH:9][N:8]=2)[N:5]=[CH:4][CH:3]=1.[F:15][C:16]1[CH:23]=[CH:22][C:19]([CH2:20]O)=[CH:18][CH:17]=1.C1C=CC(P(C2C=CC=CC=2)C2C=CC=CC=2)=CC=1.CN(C(/N=N/C(N(C)C)=O)=O)C. Product: [F:15][C:16]1[CH:23]=[CH:22][C:19]([CH2:20][O:1][C:2]2[N:6]([C:7]3[CH:12]=[C:11]([C:13]#[N:14])[CH:10]=[CH:9][N:8]=3)[N:5]=[CH:4][CH:3]=2)=[CH:18][CH:17]=1. (4) Reactant: Br[C:2]1[CH:3]=[C:4]2[C:9](=[CH:10][CH:11]=1)[C:8](=[O:12])[NH:7][N:6]=[C:5]2[Cl:13].[O:14]1[CH:18]=[CH:17][CH:16]=[C:15]1[C:19]1[CH:26]=[CH:25][CH:24]=[CH:23][C:20]=1[CH2:21][NH2:22].C1C=CC(P(C2C(C3C(P(C4C=CC=CC=4)C4C=CC=CC=4)=CC=C4C=3C=CC=C4)=C3C(C=CC=C3)=CC=2)C2C=CC=CC=2)=CC=1.CC([O-])(C)C.[Na+]. Product: [Cl:13][C:5]1[C:4]2[C:9](=[CH:10][CH:11]=[C:2]([NH:22][CH2:21][C:20]3[CH:23]=[CH:24][CH:25]=[CH:26][C:19]=3[C:15]3[O:14][CH:18]=[CH:17][CH:16]=3)[CH:3]=2)[C:8](=[O:12])[NH:7][N:6]=1. The catalyst class is: 686. (5) Reactant: [C:1]([O:5][C:6]([N:8]1[CH2:12][CH2:11][C@H:10]([OH:13])[C@H:9]1[C:14](=[O:25])[NH:15][CH2:16][C:17]1[CH:22]=[CH:21][CH:20]=[C:19]([Cl:23])[C:18]=1[F:24])=[O:7])([CH3:4])([CH3:3])[CH3:2].[CH3:26][S:27](Cl)(=[O:29])=[O:28]. Product: [C:1]([O:5][C:6]([N:8]1[CH2:12][CH2:11][C@H:10]([O:13][S:27]([CH3:26])(=[O:29])=[O:28])[C@H:9]1[C:14](=[O:25])[NH:15][CH2:16][C:17]1[CH:22]=[CH:21][CH:20]=[C:19]([Cl:23])[C:18]=1[F:24])=[O:7])([CH3:4])([CH3:2])[CH3:3]. The catalyst class is: 17. (6) Reactant: [CH2:1]([N:3]([CH2:19][CH3:20])[CH2:4][CH2:5][CH2:6][O:7][C:8]1[C:13]([N+:14]([O-:16])=[O:15])=[C:12](F)[CH:11]=[C:10]([F:18])[CH:9]=1)[CH3:2].C(N(CC)CC)C.[CH2:28]([NH2:32])[CH2:29][CH2:30][CH3:31]. Product: [CH2:28]([NH:32][C:12]1[CH:11]=[C:10]([F:18])[CH:9]=[C:8]([O:7][CH2:6][CH2:5][CH2:4][N:3]([CH2:19][CH3:20])[CH2:1][CH3:2])[C:13]=1[N+:14]([O-:16])=[O:15])[CH2:29][CH2:30][CH3:31]. The catalyst class is: 3. (7) Reactant: [Cl:1][C:2]1[CH:3]=[C:4]([NH:9][C:10]2[C:11]3[CH:19]=[C:18](F)[N:17]=[CH:16][C:12]=3[N:13]=[CH:14][N:15]=2)[CH:5]=[CH:6][C:7]=1[Cl:8].[CH3:21][O:22][C:23]1[CH:30]=[CH:29][C:26]([CH2:27][NH2:28])=[CH:25][CH:24]=1. Product: [Cl:1][C:2]1[CH:3]=[C:4]([NH:9][C:10]2[C:11]3[CH:19]=[C:18]([NH:28][CH2:27][C:26]4[CH:29]=[CH:30][C:23]([O:22][CH3:21])=[CH:24][CH:25]=4)[N:17]=[CH:16][C:12]=3[N:13]=[CH:14][N:15]=2)[CH:5]=[CH:6][C:7]=1[Cl:8]. The catalyst class is: 16. (8) Reactant: [NH2:1][C:2]1[C:7]([Cl:8])=[C:6]([C:9]([O:11][CH3:12])=[O:10])[N:5]=[C:4]([C:13]2[CH:14]=[N:15][C:16](Cl)=[CH:17][CH:18]=2)[C:3]=1[F:20].C[Sn](C)C.C[Sn](C)C.[Br:29]Br.S([O-])([O-])=O.[Na+].[Na+]. Product: [NH2:1][C:2]1[C:7]([Cl:8])=[C:6]([C:9]([O:11][CH3:12])=[O:10])[N:5]=[C:4]([C:13]2[CH:14]=[N:15][C:16]([Br:29])=[CH:17][CH:18]=2)[C:3]=1[F:20]. The catalyst class is: 109. (9) Reactant: [OH:1][CH2:2][C:3]([CH2:8][OH:9])([CH2:6][OH:7])[CH2:4][OH:5].[Si:10](Cl)([C:23]([CH3:26])([CH3:25])[CH3:24])([C:17]1[CH:22]=[CH:21][CH:20]=[CH:19][CH:18]=1)[C:11]1[CH:16]=[CH:15][CH:14]=[CH:13][CH:12]=1. The catalyst class is: 436. Product: [OH:1][CH2:2][C:3]([CH2:8][OH:9])([CH2:6][O:7][Si:10]([C:11]1[CH:16]=[CH:15][CH:14]=[CH:13][CH:12]=1)([C:17]1[CH:18]=[CH:19][CH:20]=[CH:21][CH:22]=1)[C:23]([CH3:26])([CH3:24])[CH3:25])[CH2:4][OH:5]. (10) Reactant: C[O:2][C:3](=[O:27])[CH:4]([Cl:26])[C:5](=[O:25])[CH2:6][C:7]([CH:20]1[CH2:24][CH2:23][CH2:22][CH2:21]1)(O)[CH2:8][CH2:9][C:10]1[CH:15]=[CH:14][C:13]([O:16][CH3:17])=[C:12]([Cl:18])[CH:11]=1.CCCC[Sn](Cl)(O[Sn](Cl)(CCCC)CCCC)CCCC. Product: [Cl:26][C:4]1[C:3](=[O:2])[O:27][C:7]([CH2:8][CH2:9][C:10]2[CH:15]=[CH:14][C:13]([O:16][CH3:17])=[C:12]([Cl:18])[CH:11]=2)([CH:20]2[CH2:21][CH2:22][CH2:23][CH2:24]2)[CH2:6][C:5]=1[OH:25]. The catalyst class is: 11.